From a dataset of Forward reaction prediction with 1.9M reactions from USPTO patents (1976-2016). Predict the product of the given reaction. Given the reactants C([O:9][C:10]1[C:11]([C:35]([O:37]C)=O)=[N:12][C:13]([CH:17]([NH:27]C(OC(C)(C)C)=O)[CH2:18][O:19][CH2:20][C:21]2[CH:26]=[CH:25][CH:24]=[CH:23][CH:22]=2)=[N:14][C:15]=1[OH:16])(=O)C1C=CC=CC=1.[F:39][C:40]1[CH:47]=[CH:46][C:43]([CH2:44][NH2:45])=[CH:42][CH:41]=1, predict the reaction product. The product is: [NH2:27][CH:17]([C:13]1[N:12]=[C:11]([C:35]([NH:45][CH2:44][C:43]2[CH:46]=[CH:47][C:40]([F:39])=[CH:41][CH:42]=2)=[O:37])[C:10]([OH:9])=[C:15]([OH:16])[N:14]=1)[CH2:18][O:19][CH2:20][C:21]1[CH:22]=[CH:23][CH:24]=[CH:25][CH:26]=1.